From a dataset of Peptide-MHC class II binding affinity with 134,281 pairs from IEDB. Regression. Given a peptide amino acid sequence and an MHC pseudo amino acid sequence, predict their binding affinity value. This is MHC class II binding data. (1) The peptide sequence is IPLMYKGLPWNVVRI. The MHC is DRB1_0701 with pseudo-sequence DRB1_0701. The binding affinity (normalized) is 0.568. (2) The peptide sequence is AMFVEDIAMGYVVSS. The MHC is DRB3_0101 with pseudo-sequence DRB3_0101. The binding affinity (normalized) is 0.634. (3) The peptide sequence is MATRFMTDPHAMRDM. The MHC is DRB1_0301 with pseudo-sequence DRB1_0301. The binding affinity (normalized) is 0.348. (4) The peptide sequence is SQDLELSWQLNGLQAY. The MHC is HLA-DQA10301-DQB10302 with pseudo-sequence HLA-DQA10301-DQB10302. The binding affinity (normalized) is 0.427. (5) The peptide sequence is EKKYFAATQFEPIAA. The MHC is HLA-DQA10301-DQB10302 with pseudo-sequence HLA-DQA10301-DQB10302. The binding affinity (normalized) is 0.461.